From a dataset of Reaction yield outcomes from USPTO patents with 853,638 reactions. Predict the reaction yield, written as a fraction of the theoretical maximum amount of product (1.0 means a 100% yield; for example, 0.34 means a 34% yield). (1) The catalyst is C(Cl)Cl. The reactants are [F:1][C:2]1[CH:7]=[C:6]([O:8][CH3:9])[C:5]([O:10]C)=[CH:4][C:3]=1[F:12].[Cl-].[Al+3].[Cl-].[Cl-].C(OCC)C. The product is [F:1][C:2]1[C:3]([F:12])=[CH:4][C:5]([OH:10])=[C:6]([O:8][CH3:9])[CH:7]=1. The yield is 0.820. (2) The reactants are [C:1](=O)([O-])[O-].[Cs+].[Cs+].CB(O)O.ClCCl.[CH:14]([O:17][C:18]([N:20]1[CH2:26][CH2:25][CH2:24][C:23](=[O:27])[C:22]2[CH:28]=[CH:29][C:30](Br)=[C:31]([CH3:32])[C:21]1=2)=[O:19])([CH3:16])[CH3:15]. The catalyst is O1CCOCC1. The product is [CH:14]([O:17][C:18]([N:20]1[CH2:26][CH2:25][CH2:24][C:23](=[O:27])[C:22]2[CH:28]=[CH:29][C:30]([CH3:1])=[C:31]([CH3:32])[C:21]1=2)=[O:19])([CH3:16])[CH3:15]. The yield is 0.870. (3) The reactants are [F:1][C:2]([F:10])([F:9])[C:3]1[N:4]=[C:5]([NH2:8])[S:6][CH:7]=1.Cl[C:12]([O:14][C:15]1[CH:20]=[CH:19][CH:18]=[CH:17][CH:16]=1)=[O:13].N1C=CC=CC=1. The catalyst is C(Cl)Cl.CN(C1C=CN=CC=1)C. The product is [C:15]1([O:14][C:12](=[O:13])[NH:8][C:5]2[S:6][CH:7]=[C:3]([C:2]([F:10])([F:9])[F:1])[N:4]=2)[CH:20]=[CH:19][CH:18]=[CH:17][CH:16]=1. The yield is 0.650. (4) The reactants are Cl.[CH2:2]([O:9][C:10]1[CH:15]=[CH:14][N:13]([C:16]2[CH:24]=[C:23]3[C:19]([C:20]4[CH2:29][CH2:28][NH:27][CH:26]([CH3:30])[C:21]=4[N:22]3[CH3:25])=[CH:18][CH:17]=2)[C:12](=[O:31])[CH:11]=1)[C:3]1[CH:8]=[CH:7][CH:6]=[CH:5][CH:4]=1.C=O.[BH-](OC(C)=O)(OC(C)=O)O[C:36](C)=O.[Na+]. The catalyst is CO. The product is [CH2:2]([O:9][C:10]1[CH:15]=[CH:14][N:13]([C:16]2[CH:24]=[C:23]3[C:19]([C:20]4[CH2:29][CH2:28][N:27]([CH3:36])[CH:26]([CH3:30])[C:21]=4[N:22]3[CH3:25])=[CH:18][CH:17]=2)[C:12](=[O:31])[CH:11]=1)[C:3]1[CH:4]=[CH:5][CH:6]=[CH:7][CH:8]=1. The yield is 0.770. (5) The reactants are [O:1]1[C:5]2[CH:6]=[CH:7][CH:8]=[CH:9][C:4]=2[CH2:3][CH2:2]1.[S:10]([Cl:13])(Cl)=[O:11].C(Cl)Cl.[OH2:17]. The catalyst is ClCCCl. The product is [O:1]1[C:5]2[CH:6]=[CH:7][C:8]([S:10]([Cl:13])(=[O:11])=[O:17])=[CH:9][C:4]=2[CH2:3][CH2:2]1. The yield is 1.00. (6) The reactants are [CH3:1][C:2]1[CH:11]=[CH:10][C:9]2[C:4](=[CH:5][CH:6]=[CH:7][C:8]=2[N:12]2[CH2:17][CH2:16][N:15]([CH2:18][CH2:19][C:20]3[CH:21]=[C:22]([CH:24]=[CH:25][CH:26]=3)[NH2:23])[CH2:14][CH2:13]2)[N:3]=1.[CH:27]1[CH:32]=[CH:31][C:30]([O:33][C:34]([Cl:36])=[O:35])=[CH:29][CH:28]=1. No catalyst specified. The product is [ClH:36].[ClH:36].[CH3:1][C:2]1[CH:11]=[CH:10][C:9]2[C:4](=[CH:5][CH:6]=[CH:7][C:8]=2[N:12]2[CH2:13][CH2:14][N:15]([CH2:18][CH2:19][C:20]3[CH:21]=[C:22]([NH:23][C:34](=[O:35])[O:33][C:30]4[CH:31]=[CH:32][CH:27]=[CH:28][CH:29]=4)[CH:24]=[CH:25][CH:26]=3)[CH2:16][CH2:17]2)[N:3]=1. The yield is 0.590. (7) The reactants are [F:1][C:2]1[CH:7]=[CH:6][CH:5]=[C:4]([F:8])[C:3]=1[N:9]1[C:14]2[N:15]=[C:16]([NH:27][CH2:28][CH2:29][C:30]#[N:31])[N:17]=[C:18]([C:19]3[CH:24]=[CH:23][C:22]([F:25])=[CH:21][C:20]=3[CH3:26])[C:13]=2[CH:12]=[CH:11][C:10]1=[O:32].Cl.C(N(CC)CC)C.[N-:41]=[N+:42]=[N-:43].[Na+]. The catalyst is C1(C)C=CC=CC=1. The product is [F:1][C:2]1[CH:7]=[CH:6][CH:5]=[C:4]([F:8])[C:3]=1[N:9]1[C:14]2[N:15]=[C:16]([NH:27][CH2:28][CH2:29][C:30]3[NH:43][N:42]=[N:41][N:31]=3)[N:17]=[C:18]([C:19]3[CH:24]=[CH:23][C:22]([F:25])=[CH:21][C:20]=3[CH3:26])[C:13]=2[CH:12]=[CH:11][C:10]1=[O:32]. The yield is 0.450. (8) The reactants are [H-].[H-].[H-].[H-].[Li+].[Al+3].C([O:9][C:10](=O)[C:11]1[CH:16]=[CH:15][C:14]([CH2:17][N:18]2[CH2:23][CH2:22][N:21]([CH2:24][CH3:25])[CH2:20][CH2:19]2)=[CH:13][CH:12]=1)C.[OH-].[Na+].O. The catalyst is C1COCC1. The product is [CH2:24]([N:21]1[CH2:22][CH2:23][N:18]([CH2:17][C:14]2[CH:15]=[CH:16][C:11]([CH2:10][OH:9])=[CH:12][CH:13]=2)[CH2:19][CH2:20]1)[CH3:25]. The yield is 0.780. (9) The reactants are [F:1][C:2]1[CH:3]=[C:4]([C:8](=[NH:10])[NH2:9])[CH:5]=[CH:6][CH:7]=1.CN(C)[CH:13]=[O:14].[OH2:16]. No catalyst specified. The product is [F:1][C:2]1[CH:3]=[C:4]([C:8]2[N:9]=[CH:5][C:4]([C:8]([O:14][CH3:13])=[O:16])=[CH:3][N:10]=2)[CH:5]=[CH:6][CH:7]=1. The yield is 0.590.